Dataset: Peptide-MHC class II binding affinity with 134,281 pairs from IEDB. Task: Regression. Given a peptide amino acid sequence and an MHC pseudo amino acid sequence, predict their binding affinity value. This is MHC class II binding data. (1) The peptide sequence is WIEQEGWEYW. The MHC is HLA-DQA10501-DQB10201 with pseudo-sequence HLA-DQA10501-DQB10201. The binding affinity (normalized) is 0.0682. (2) The peptide sequence is WREMHHLVEFEPPHA. The MHC is DRB4_0101 with pseudo-sequence DRB4_0103. The binding affinity (normalized) is 0.136.